Dataset: Reaction yield outcomes from USPTO patents with 853,638 reactions. Task: Predict the reaction yield, written as a fraction of the theoretical maximum amount of product (1.0 means a 100% yield; for example, 0.34 means a 34% yield). (1) The reactants are [C:1]([NH:5][C:6]1[CH:11]=[CH:10][C:9]([N+:12]([O-:14])=[O:13])=[CH:8][CH:7]=1)([CH3:4])([CH3:3])[CH3:2].[Br:15]Br. The catalyst is CC(O)=O. The product is [Br:15][C:11]1[CH:10]=[C:9]([N+:12]([O-:14])=[O:13])[CH:8]=[CH:7][C:6]=1[NH:5][C:1]([CH3:4])([CH3:2])[CH3:3]. The yield is 0.430. (2) The reactants are [CH3:1][C:2]1[CH:6]=[C:5]([C:7]2[CH:12]=[C:11]([O:13][C:14]3[CH:15]=[CH:16][C:17]([NH:20]C(=O)OC(C)(C)C)=[N:18][CH:19]=3)[CH:10]=[CH:9][N:8]=2)[O:4][N:3]=1.Cl. The catalyst is C1COCC1. The product is [CH3:1][C:2]1[CH:6]=[C:5]([C:7]2[CH:12]=[C:11]([O:13][C:14]3[CH:15]=[CH:16][C:17]([NH2:20])=[N:18][CH:19]=3)[CH:10]=[CH:9][N:8]=2)[O:4][N:3]=1. The yield is 1.06. (3) The reactants are [CH3:1][C:2]1[CH:7]=[CH:6][C:5]([Mg]Br)=[CH:4][CH:3]=1.[N:10]12[CH2:17][CH2:16][C:13]([C:18]([O:20]CC)=O)([CH2:14][CH2:15]1)[CH2:12][CH2:11]2. The catalyst is C1COCC1. The product is [N:10]12[CH2:11][CH2:12][C:13]([C:18]([C:5]3[CH:6]=[CH:7][C:2]([CH3:1])=[CH:3][CH:4]=3)([C:5]3[CH:6]=[CH:7][C:2]([CH3:1])=[CH:3][CH:4]=3)[OH:20])([CH2:14][CH2:15]1)[CH2:16][CH2:17]2. The yield is 0.866. (4) The reactants are Br[C:2]1[C:10]2[O:9][CH:8]([CH2:11][O:12][S:13]([C:16]3[CH:21]=[CH:20][C:19]([CH3:22])=[CH:18][CH:17]=3)(=[O:15])=[O:14])[O:7][C:6]=2[CH:5]=[C:4]([Cl:23])[CH:3]=1.[CH3:24][O:25][C:26]1[CH:31]=[CH:30][CH:29]=[CH:28][C:27]=1B(O)O. No catalyst specified. The product is [CH3:24][O:25][C:26]1[CH:31]=[CH:30][CH:29]=[CH:28][C:27]=1[C:2]1[C:10]2[O:9][CH:8]([CH2:11][O:12][S:13]([C:16]3[CH:17]=[CH:18][C:19]([CH3:22])=[CH:20][CH:21]=3)(=[O:15])=[O:14])[O:7][C:6]=2[CH:5]=[C:4]([Cl:23])[CH:3]=1. The yield is 0.980. (5) The reactants are Br[C:2]1[N:3]=[C:4]([NH:10][C:11]2[CH:16]=[CH:15][C:14]([CH:17]3[CH2:22][CH2:21][N:20]([CH:23]4[CH2:26][O:25][CH2:24]4)[CH2:19][CH2:18]3)=[CH:13][CH:12]=2)[C:5](=[O:9])[N:6]([CH3:8])[CH:7]=1.[C:27]([O:30][CH2:31][C:32]1[C:37](B2OC(C)(C)C(C)(C)O2)=[CH:36][CH:35]=[CH:34][C:33]=1[N:47]1[CH2:52][CH2:51][C:50]2[C:53]3[CH2:59][CH2:58][CH2:57][CH2:56][C:54]=3[S:55][C:49]=2[C:48]1=[O:60])(=[O:29])[CH3:28]. No catalyst specified. The product is [C:27]([O:30][CH2:31][C:32]1[C:33]([N:47]2[C:48](=[O:60])[C:49]3[S:55][C:54]4[CH2:56][CH2:57][CH2:58][CH2:59][C:53]=4[C:50]=3[CH2:51][CH2:52]2)=[CH:34][CH:35]=[CH:36][C:37]=1[C:2]1[N:3]=[C:4]([NH:10][C:11]2[CH:16]=[CH:15][C:14]([CH:17]3[CH2:22][CH2:21][N:20]([CH:23]4[CH2:24][O:25][CH2:26]4)[CH2:19][CH2:18]3)=[CH:13][CH:12]=2)[C:5](=[O:9])[N:6]([CH3:8])[CH:7]=1)(=[O:29])[CH3:28]. The yield is 0.680. (6) The catalyst is C1C=CC=CC=1. The product is [C:1]([C:7]1[C:14]([C:15]([CH3:18])([CH3:17])[CH3:16])=[CH:13][C:10]([CH:11]=[N+:27]([C:23]([CH3:26])([CH3:25])[CH3:24])[O-:28])=[CH:9][C:8]=1[C:19]([CH3:22])([CH3:21])[CH3:20])(=[O:6])[CH2:2][CH2:3][CH2:4][CH3:5]. The reactants are [C:1]([C:7]1[C:14]([C:15]([CH3:18])([CH3:17])[CH3:16])=[CH:13][C:10]([CH:11]=O)=[CH:9][C:8]=1[C:19]([CH3:22])([CH3:21])[CH3:20])(=[O:6])[CH2:2][CH2:3][CH2:4][CH3:5].[C:23]([NH:27][OH:28])([CH3:26])([CH3:25])[CH3:24].C1(C)C=CC(S(O)(=O)=O)=CC=1. The yield is 0.565. (7) The reactants are O[C:2]1[C:3]([C:11]2([CH2:32][OH:33])[C:19]3[C:14](=[CH:15][CH:16]=[CH:17][CH:18]=3)[N:13]([CH2:20][C:21]3[CH:30]=[CH:29][CH:28]=[CH:27][C:22]=3[C:23]([O:25][CH3:26])=[O:24])[C:12]2=[O:31])=[CH:4][C:5]2[O:9][CH2:8][O:7][C:6]=2[CH:10]=1.C1(CCN2C3C(=CC=CC=3)C(C3C(O)=CC4OCOC=4C=3)(CO)C2=O)CC1. No catalyst specified. The product is [O:31]=[C:12]1[C:11]2([C:3]3=[CH:4][C:5]4[O:9][CH2:8][O:7][C:6]=4[CH:10]=[C:2]3[O:33][CH2:32]2)[C:19]2[C:14](=[CH:15][CH:16]=[CH:17][CH:18]=2)[N:13]1[CH2:20][C:21]1[CH:30]=[CH:29][CH:28]=[CH:27][C:22]=1[C:23]([O:25][CH3:26])=[O:24]. The yield is 0.740. (8) The product is [CH3:5][C:4]([C:3]1[N:8]=[C:9]2[CH:14]=[N:13][CH:12]=[CH:11][N:10]2[N:2]=1)([CH3:7])[CH3:6]. No catalyst specified. The yield is 0.130. The reactants are O[N:2]=[C:3]([NH:8][C:9]1[CH:14]=[N:13][CH:12]=[CH:11][N:10]=1)[C:4]([CH3:7])([CH3:6])[CH3:5].[OH-].[NH4+].